This data is from Full USPTO retrosynthesis dataset with 1.9M reactions from patents (1976-2016). The task is: Predict the reactants needed to synthesize the given product. The reactants are: [C:1]([O:5][C:6]([NH:8][C:9]1[N:14]=[C:13]([CH3:15])[C:12]([CH2:16][NH:17][C:18]2[C:19]3[C:20](=[C:24]([C:27]([O-:29])=[O:28])[NH:25][CH:26]=3)[N:21]=[CH:22][N:23]=2)=[C:11]([CH3:30])[CH:10]=1)=[O:7])([CH3:4])([CH3:3])[CH3:2].Br[CH2:32][C:33]1[CH:38]=[CH:37][C:36]([CH2:39][N:40]2[CH:44]=[CH:43][CH:42]=[N:41]2)=[CH:35][CH:34]=1.[Na+].[I-].C([O-])([O-])=O.[K+].[K+].[CH3:53][C:54]#N. Given the product [C:1]([O:5][C:6]([NH:8][C:9]1[N:14]=[C:13]([CH3:15])[C:12]([CH2:16][NH:17][C:18]2[C:19]3[C:20](=[C:24]([C:27]([O:29][CH2:53][CH3:54])=[O:28])[N:25]([CH2:32][C:33]4[CH:38]=[CH:37][C:36]([CH2:39][N:40]5[CH:44]=[CH:43][CH:42]=[N:41]5)=[CH:35][CH:34]=4)[CH:26]=3)[N:21]=[CH:22][N:23]=2)=[C:11]([CH3:30])[CH:10]=1)=[O:7])([CH3:4])([CH3:3])[CH3:2], predict the reactants needed to synthesize it.